This data is from Peptide-MHC class I binding affinity with 185,985 pairs from IEDB/IMGT. The task is: Regression. Given a peptide amino acid sequence and an MHC pseudo amino acid sequence, predict their binding affinity value. This is MHC class I binding data. (1) The peptide sequence is SLLTNDTTWI. The MHC is HLA-A03:01 with pseudo-sequence HLA-A03:01. The binding affinity (normalized) is 0. (2) The peptide sequence is GIVSSMHYK. The MHC is HLA-B15:17 with pseudo-sequence HLA-B15:17. The binding affinity (normalized) is 0.0847. (3) The peptide sequence is SAEPVPLQL. The MHC is HLA-A26:01 with pseudo-sequence HLA-A26:01. The binding affinity (normalized) is 0. (4) The peptide sequence is LSPLYFTSVIK. The MHC is H-2-Db with pseudo-sequence H-2-Db. The binding affinity (normalized) is 0. (5) The peptide sequence is NTETGAPQL. The MHC is Mamu-A02 with pseudo-sequence Mamu-A02. The binding affinity (normalized) is 0.369.